The task is: Predict the product of the given reaction.. This data is from Forward reaction prediction with 1.9M reactions from USPTO patents (1976-2016). Given the reactants Br[C:2]1[N:7]=[CH:6][C:5]([C:8]([N:10]2[CH2:15][CH2:14][N:13]([C:16]3[C:21]([CH3:22])=[CH:20][C:19]([CH2:23][CH3:24])=[CH:18][N:17]=3)[CH2:12][CH2:11]2)=[O:9])=[CH:4][CH:3]=1.[CH3:25][N:26]1[C:30](=[O:31])[C:29]([CH3:33])([CH3:32])[NH:28][C:27]1=[O:34], predict the reaction product. The product is: [CH2:23]([C:19]1[CH:20]=[C:21]([CH3:22])[C:16]([N:13]2[CH2:14][CH2:15][N:10]([C:8]([C:5]3[CH:4]=[CH:3][C:2]([N:28]4[C:29]([CH3:33])([CH3:32])[C:30](=[O:31])[N:26]([CH3:25])[C:27]4=[O:34])=[N:7][CH:6]=3)=[O:9])[CH2:11][CH2:12]2)=[N:17][CH:18]=1)[CH3:24].